From a dataset of Forward reaction prediction with 1.9M reactions from USPTO patents (1976-2016). Predict the product of the given reaction. Given the reactants ClC1C2C(=CC=CC=2)C(C)=NN=1.[NH2:13][C:14]1[CH:34]=[CH:33][C:17]2[N:18]([C:21]3[CH:26]=[CH:25][C:24](C4C=CC=CC=4)=[CH:23][CH:22]=3)[CH:19]=[N:20][C:16]=2[CH:15]=1, predict the reaction product. The product is: [NH2:13][C:14]1[CH:34]=[CH:33][C:17]2[N:18]([C:21]3[CH:26]=[CH:25][CH:24]=[CH:23][CH:22]=3)[CH:19]=[N:20][C:16]=2[CH:15]=1.